This data is from Reaction yield outcomes from USPTO patents with 853,638 reactions. The task is: Predict the reaction yield, written as a fraction of the theoretical maximum amount of product (1.0 means a 100% yield; for example, 0.34 means a 34% yield). (1) The reactants are [O:1]1[CH:5]=[CH:4][CH:3]=[C:2]1[C:6]1[N:7]=[C:8]([NH:19][C:20](=[O:26])[O:21][C:22]([CH3:25])([CH3:24])[CH3:23])[S:9][C:10]=1[C:11]([CH:13]1[CH2:18][CH2:17][S:16][CH2:15][CH2:14]1)=[O:12].ClC1C=CC=C(C(OO)=[O:35])C=1.O. The catalyst is C(Cl)(Cl)Cl. The product is [O:1]1[CH:5]=[CH:4][CH:3]=[C:2]1[C:6]1[N:7]=[C:8]([NH:19][C:20](=[O:26])[O:21][C:22]([CH3:23])([CH3:25])[CH3:24])[S:9][C:10]=1[C:11]([CH:13]1[CH2:14][CH2:15][S:16](=[O:35])[CH2:17][CH2:18]1)=[O:12]. The yield is 0.690. (2) The reactants are C([NH:4][C:5]1[CH:10]=[C:9]([O:11][C:12]2[C:17]([F:18])=[CH:16][C:15]([NH:19][C:20]([C:22]3[C:23](=[O:38])[N:24]([C:31]4[CH:36]=[CH:35][C:34]([F:37])=[CH:33][CH:32]=4)[CH:25]=[CH:26][C:27]=3[O:28][CH2:29][CH3:30])=[O:21])=[C:14]([F:39])[CH:13]=2)[CH:8]=[CH:7][N:6]=1)(=O)C.C([O-])([O-])=O.[K+].[K+]. The catalyst is CCO. The product is [NH2:4][C:5]1[CH:10]=[C:9]([O:11][C:12]2[C:17]([F:18])=[CH:16][C:15]([NH:19][C:20]([C:22]3[C:23](=[O:38])[N:24]([C:31]4[CH:32]=[CH:33][C:34]([F:37])=[CH:35][CH:36]=4)[CH:25]=[CH:26][C:27]=3[O:28][CH2:29][CH3:30])=[O:21])=[C:14]([F:39])[CH:13]=2)[CH:8]=[CH:7][N:6]=1. The yield is 0.380. (3) The reactants are Cl[C:2]1[N:7]=[C:6]([N:8]2[CH2:13][CH2:12][O:11][CH2:10][CH2:9]2)[N:5]=[C:4]([N:14]2[CH2:19][CH2:18][O:17][CH2:16][CH2:15]2)[N:3]=1.[F:20][C:21]1[CH:22]=[N:23][CH:24]=[C:25](B2OC(C)(C)C(C)(C)O2)[CH:26]=1. The catalyst is CCCCCC.C(OCC)(=O)C. The product is [F:20][C:21]1[CH:26]=[C:25]([C:2]2[N:7]=[C:6]([N:8]3[CH2:13][CH2:12][O:11][CH2:10][CH2:9]3)[N:5]=[C:4]([N:14]3[CH2:19][CH2:18][O:17][CH2:16][CH2:15]3)[N:3]=2)[CH:24]=[N:23][CH:22]=1. The yield is 0.310. (4) The reactants are [Cl:1][C:2]1[C:3]2[CH:13]=[CH:12][C:11](=[O:14])[N:10]([C:15]3[CH:20]=[CH:19][C:18]([C:21]([F:24])([F:23])[F:22])=[CH:17][CH:16]=3)[C:4]=2[N:5]=[C:6]([S:8][CH3:9])[N:7]=1.C1C=C(Cl)C=C(C(OO)=[O:33])C=1. The catalyst is ClCCl. The product is [Cl:1][C:2]1[C:3]2[CH:13]=[CH:12][C:11](=[O:14])[N:10]([C:15]3[CH:20]=[CH:19][C:18]([C:21]([F:24])([F:22])[F:23])=[CH:17][CH:16]=3)[C:4]=2[N:5]=[C:6]([S:8]([CH3:9])=[O:33])[N:7]=1. The yield is 0.820.